This data is from Reaction yield outcomes from USPTO patents with 853,638 reactions. The task is: Predict the reaction yield, written as a fraction of the theoretical maximum amount of product (1.0 means a 100% yield; for example, 0.34 means a 34% yield). (1) The reactants are [CH2:1]([CH:3]([NH:6][C:7]([NH:9][CH:10]([CH2:13][CH3:14])[CH2:11][CH3:12])=[O:8])[CH2:4][CH3:5])[CH3:2].[C:15](Cl)(=[O:20])[CH2:16][C:17](Cl)=[O:18]. The catalyst is C(Cl)(Cl)Cl. The product is [CH2:4]([CH:3]([N:6]1[C:17](=[O:18])[CH2:16][C:15](=[O:20])[N:9]([CH:10]([CH2:11][CH3:12])[CH2:13][CH3:14])[C:7]1=[O:8])[CH2:1][CH3:2])[CH3:5]. The yield is 0.390. (2) The reactants are [CH2:1]([OH:4])[C:2]#[CH:3].N1C=CN=C1.[CH3:10][C:11]([Si:14](Cl)([CH3:16])[CH3:15])([CH3:13])[CH3:12].O. The catalyst is CN(C=O)C. The product is [C:11]([Si:14]([CH3:16])([CH3:15])[O:4][CH2:1][C:2]#[CH:3])([CH3:13])([CH3:12])[CH3:10]. The yield is 0.329.